Dataset: Full USPTO retrosynthesis dataset with 1.9M reactions from patents (1976-2016). Task: Predict the reactants needed to synthesize the given product. Given the product [CH3:38][O:37][C:31]1[CH:30]=[C:29]([CH:34]=[CH:33][C:32]=1[O:35][CH3:36])[CH2:28][N:13]1[C:12](=[O:39])[C:11]2[C:16](=[CH:17][CH:18]=[C:9]([OH:8])[CH:10]=2)[N:15]([CH:19]2[CH2:20][CH2:21][S:22](=[O:26])(=[O:25])[CH2:23][CH2:24]2)[C:14]1=[O:27], predict the reactants needed to synthesize it. The reactants are: C([O:8][C:9]1[CH:10]=[C:11]2[C:16](=[CH:17][CH:18]=1)[N:15]([CH:19]1[CH2:24][CH2:23][S:22](=[O:26])(=[O:25])[CH2:21][CH2:20]1)[C:14](=[O:27])[N:13]([CH2:28][C:29]1[CH:34]=[CH:33][C:32]([O:35][CH3:36])=[C:31]([O:37][CH3:38])[CH:30]=1)[C:12]2=[O:39])C1C=CC=CC=1.